This data is from Drug-target binding data from BindingDB using IC50 measurements. The task is: Regression. Given a target protein amino acid sequence and a drug SMILES string, predict the binding affinity score between them. We predict pIC50 (pIC50 = -log10(IC50 in M); higher means more potent). Dataset: bindingdb_ic50. The small molecule is COc1ccc2nc(C)c3c(C)nc(-c4ccc(F)cc4Cl)n3c2n1. The target protein (P11541) has sequence MGEVTAEEVEKFLDSNVSFAKQYYNLRYRAKVISDLLGPREAAVDFSNYHALNSVEESEIIFDLLRDFQDNLQAEKCVFNVMKKLCFLLQADRMSLFMYRARNGIAELATRLFNVHKDAVLEECLVAPDSEIVFPLDMGVVGHVALSKKIVNVPNTEEDEHFCDFVDTLTEYQTKNILASPIMNGKDVVAIIMVVNKVDGPHFTENDEEILLKYLNFANLIMKVFHLSYLHNCETRRGQILLWSGSKVFEELTDIERQFHKALYTVRAFLNCDRYSVGLLDMTKQKEFFDVWPVLMGEAPPYAGPRTPDGREINFYKVIDYILHGKEDIKVIPNPPPDHWALVSGLPTYVAQNGLICNIMNAPSEDFFAFQKEPLDESGWMIKNVLSMPIVNKKEEIVGVATFYNRKDGKPFDEMDETLMESLTQFLGWSVLNPDTYELMNKLENRKDIFQDMVKYHVKCDNEEIQTILKTREVYGKEPWECEEEELAEILQGELPDADK.... The pIC50 is 6.0.